Dataset: Full USPTO retrosynthesis dataset with 1.9M reactions from patents (1976-2016). Task: Predict the reactants needed to synthesize the given product. (1) The reactants are: O.Cl.[CH3:3][C:4]1[C:9]([CH:10]([S:20][CH2:21][CH2:22][C:23]2([CH3:28])OCC[O:24]2)[C:11]2[C:16]([F:17])=[CH:15][CH:14]=[C:13]([F:18])[C:12]=2[F:19])=[CH:8][N:7]=[C:6]([C:29]([NH2:31])=[O:30])[CH:5]=1. Given the product [CH3:3][C:4]1[C:9]([CH:10]([S:20][CH2:21][CH2:22][C:23](=[O:24])[CH3:28])[C:11]2[C:16]([F:17])=[CH:15][CH:14]=[C:13]([F:18])[C:12]=2[F:19])=[CH:8][N:7]=[C:6]([C:29]([NH2:31])=[O:30])[CH:5]=1, predict the reactants needed to synthesize it. (2) Given the product [C:1]([O:5][C:6]([N:8]1[C:13](=[O:14])[CH2:12][CH:11]([CH3:15])[C:10]([C:16]2[CH:21]=[CH:20][C:19]([O:22][CH2:23][CH2:24][I:50])=[CH:18][CH:17]=2)=[N:9]1)=[O:7])([CH3:4])([CH3:3])[CH3:2], predict the reactants needed to synthesize it. The reactants are: [C:1]([O:5][C:6]([N:8]1[C:13](=[O:14])[CH2:12][CH:11]([CH3:15])[C:10]([C:16]2[CH:21]=[CH:20][C:19]([O:22][CH2:23][CH2:24]O)=[CH:18][CH:17]=2)=[N:9]1)=[O:7])([CH3:4])([CH3:3])[CH3:2].N1C=CN=C1.C1(P(C2C=CC=CC=2)C2C=CC=CC=2)C=CC=CC=1.[I:50]I.S([O-])([O-])(=O)=S.[Na+].[Na+]. (3) Given the product [CH2:22]([N:21]([CH2:24][CH3:25])[C:19]1[CH:18]=[CH:17][C:16]([NH:26][C:40](=[O:41])[C:39]2[CH:43]=[CH:44][CH:45]=[C:37]([C:35]([N:34]([CH3:33])[CH2:46][CH2:47][N:48]3[CH2:49][CH2:50][O:51][CH2:52][CH2:53]3)=[O:36])[CH:38]=2)=[C:15]([C:11]2[CH:10]=[C:9]([C:8](=[O:27])[NH:7][CH2:6][C:5]3[CH:28]=[CH:29][CH:30]=[C:3]([C:2]([F:31])([F:1])[F:32])[CH:4]=3)[CH:14]=[CH:13][N:12]=2)[CH:20]=1)[CH3:23], predict the reactants needed to synthesize it. The reactants are: [F:1][C:2]([F:32])([F:31])[C:3]1[CH:4]=[C:5]([CH:28]=[CH:29][CH:30]=1)[CH2:6][NH:7][C:8](=[O:27])[C:9]1[CH:14]=[CH:13][N:12]=[C:11]([C:15]2[CH:20]=[C:19]([N:21]([CH2:24][CH3:25])[CH2:22][CH3:23])[CH:18]=[CH:17][C:16]=2[NH2:26])[CH:10]=1.[CH3:33][N:34]([CH2:46][CH2:47][N:48]1[CH2:53][CH2:52][O:51][CH2:50][CH2:49]1)[C:35]([C:37]1[CH:38]=[C:39]([CH:43]=[CH:44][CH:45]=1)[C:40](O)=[O:41])=[O:36].CN(C(ON1N=NC2C=CC=NC1=2)=[N+](C)C)C.F[P-](F)(F)(F)(F)F.C(N(C(C)C)CC)(C)C. (4) Given the product [Si:21]([O:28][CH2:29][C:30]1[N:31]=[C:32]([C:10]#[N:11])[C:33]([Cl:36])=[CH:34][CH:35]=1)([C:24]([CH3:27])([CH3:26])[CH3:25])([CH3:23])[CH3:22], predict the reactants needed to synthesize it. The reactants are: [Si](OC[C:10]1C=CC(C(F)(F)F)=C[N+:11]=1[O-])(C(C)(C)C)(C)C.[Si:21]([O:28][CH2:29][C:30]1[CH:35]=[CH:34][C:33]([Cl:36])=[CH:32][N+:31]=1[O-])([C:24]([CH3:27])([CH3:26])[CH3:25])([CH3:23])[CH3:22].